Task: Predict the product of the given reaction.. Dataset: Forward reaction prediction with 1.9M reactions from USPTO patents (1976-2016) (1) Given the reactants N[C:2]1[C:7]([CH3:8])=[C:6]([CH3:9])[C:5]([Br:10])=[CH:4][N:3]=1.N([O-])=[O:12].[Na+], predict the reaction product. The product is: [OH:12][C:2]1[C:7]([CH3:8])=[C:6]([CH3:9])[C:5]([Br:10])=[CH:4][N:3]=1. (2) Given the reactants I[C:2]1[CH:7]=[CH:6][C:5]([N+:8]([O-:10])=[O:9])=[CH:4][CH:3]=1.[C:11]([O:15][C:16](=[O:22])[NH:17][CH2:18][CH2:19][C:20]#[CH:21])([CH3:14])([CH3:13])[CH3:12], predict the reaction product. The product is: [C:11]([O:15][C:16](=[O:22])[NH:17][CH2:18][CH2:19][C:20]#[C:21][C:2]1[CH:7]=[CH:6][C:5]([N+:8]([O-:10])=[O:9])=[CH:4][CH:3]=1)([CH3:14])([CH3:13])[CH3:12]. (3) Given the reactants [NH:1]([C:31]([O:33][C:34]([CH3:37])([CH3:36])[CH3:35])=[O:32])[C@H:2]([C:28](O)=[O:29])[CH2:3][CH2:4][CH2:5][NH:6][C:7](=[NH:27])[NH:8][S:9]([C:12]1[C:25]([CH3:26])=[C:23]([CH3:24])[C:22]2[O:21][C:18]([CH3:20])([CH3:19])[CH2:17][CH2:16][C:15]=2[C:13]=1[CH3:14])(=[O:11])=[O:10].[NH2:38][C:39]1[CH:46]=[CH:45][C:42]([CH2:43][OH:44])=[CH:41][CH:40]=1.CCOC1N(C(OCC)=O)C2C(=CC=CC=2)C=C1.C1(C)C=CC=CC=1, predict the reaction product. The product is: [C:34]([O:33][C:31]([NH:1][C@@H:2]([CH2:3][CH2:4][CH2:5][NH:6][C:7](=[NH:27])[NH:8][S:9]([C:12]1[C:13]([CH3:14])=[C:15]2[C:22](=[C:23]([CH3:24])[C:25]=1[CH3:26])[O:21][C:18]([CH3:20])([CH3:19])[CH2:17][CH2:16]2)(=[O:10])=[O:11])[C:28]([NH:38][C:39]1[CH:46]=[CH:45][C:42]([CH2:43][OH:44])=[CH:41][CH:40]=1)=[O:29])=[O:32])([CH3:37])([CH3:35])[CH3:36]. (4) The product is: [Br:1][C:2]1[CH:3]=[C:4]2[C:8](=[CH:9][CH:10]=1)[N:7]([CH3:11])[N:6]=[CH:5]2. Given the reactants [Br:1][C:2]1[CH:3]=[C:4]2[C:8](=[CH:9][CH:10]=1)[NH:7][N:6]=[CH:5]2.[C:11](=O)([O-])[O-].[Cs+].[Cs+].IC, predict the reaction product. (5) Given the reactants [Cl:1][C:2]1[CH:3]=[CH:4][C:5]([CH3:11])=[C:6]([N:8]=[C:9]=[S:10])[CH:7]=1.[NH2:12][C:13]1[CH:17]=[CH:16][NH:15][N:14]=1, predict the reaction product. The product is: [Cl:1][C:2]1[CH:3]=[CH:4][C:5]([CH3:11])=[C:6]([NH:8][C:9]([NH:12][C:13]2[CH:17]=[CH:16][NH:15][N:14]=2)=[S:10])[CH:7]=1. (6) Given the reactants [CH3:1][NH:2][C:3](=[O:24])[C:4]1[CH:9]=[CH:8][C:7]([O:10][C:11]2[CH:21]=[CH:20][C:14]3[CH2:15][CH2:16][NH:17][CH2:18][CH2:19][C:13]=3[CH:12]=2)=[C:6]([O:22][CH3:23])[CH:5]=1.[C:25]1(=O)[CH2:28][CH2:27][CH2:26]1.C(O[BH-](OC(=O)C)OC(=O)C)(=O)C.[Na+], predict the reaction product. The product is: [CH:25]1([N:17]2[CH2:16][CH2:15][C:14]3[CH:20]=[CH:21][C:11]([O:10][C:7]4[CH:8]=[CH:9][C:4]([C:3]([NH:2][CH3:1])=[O:24])=[CH:5][C:6]=4[O:22][CH3:23])=[CH:12][C:13]=3[CH2:19][CH2:18]2)[CH2:28][CH2:27][CH2:26]1. (7) The product is: [Cl:1][C:2]1[CH:3]=[C:4]([N:8]2[CH:12]=[C:11]([CH:13]([OH:14])[CH3:15])[CH:10]=[N:9]2)[CH:5]=[CH:6][CH:7]=1. Given the reactants [Cl:1][C:2]1[CH:3]=[C:4]([N:8]2[CH:12]=[C:11]([CH:13]=[O:14])[CH:10]=[N:9]2)[CH:5]=[CH:6][CH:7]=1.[CH3:15][Mg]Cl.C1COCC1.[NH4+].[Cl-], predict the reaction product. (8) Given the reactants C([O:3][C:4](=[O:33])[CH2:5][NH:6][C:7]([C:9]1[C:14](=[O:15])[N:13]([CH2:16][C:17]2[CH:22]=[CH:21][CH:20]=[CH:19][C:18]=2[C:23]([F:26])([F:25])[F:24])[C:12]([OH:27])=[C:11]([C:28]([O:30]C)=O)[C:10]=1[OH:32])=[O:8])C.[Cl:34][C:35]1[CH:42]=[CH:41][CH:40]=[CH:39][C:36]=1[CH2:37][NH2:38], predict the reaction product. The product is: [Cl:34][C:35]1[CH:42]=[CH:41][CH:40]=[CH:39][C:36]=1[CH2:37][NH:38][C:28]([C:11]1[C:10]([OH:32])=[C:9]([C:7]([NH:6][CH2:5][C:4]([OH:3])=[O:33])=[O:8])[C:14](=[O:15])[N:13]([CH2:16][C:17]2[CH:22]=[CH:21][CH:20]=[CH:19][C:18]=2[C:23]([F:24])([F:26])[F:25])[C:12]=1[OH:27])=[O:30].